Dataset: NCI-60 drug combinations with 297,098 pairs across 59 cell lines. Task: Regression. Given two drug SMILES strings and cell line genomic features, predict the synergy score measuring deviation from expected non-interaction effect. (1) Drug 1: C1C(C(OC1N2C=C(C(=O)NC2=O)F)CO)O. Drug 2: C1=CC=C(C=C1)NC(=O)CCCCCCC(=O)NO. Cell line: K-562. Synergy scores: CSS=28.1, Synergy_ZIP=-4.41, Synergy_Bliss=0.516, Synergy_Loewe=1.32, Synergy_HSA=3.36. (2) Drug 1: CC1=C(C=C(C=C1)NC(=O)C2=CC=C(C=C2)CN3CCN(CC3)C)NC4=NC=CC(=N4)C5=CN=CC=C5. Drug 2: COCCOC1=C(C=C2C(=C1)C(=NC=N2)NC3=CC=CC(=C3)C#C)OCCOC.Cl. Cell line: UO-31. Synergy scores: CSS=19.3, Synergy_ZIP=-0.256, Synergy_Bliss=0.0202, Synergy_Loewe=2.75, Synergy_HSA=4.06. (3) Drug 1: CC1=C2C(C(=O)C3(C(CC4C(C3C(C(C2(C)C)(CC1OC(=O)C(C(C5=CC=CC=C5)NC(=O)C6=CC=CC=C6)O)O)OC(=O)C7=CC=CC=C7)(CO4)OC(=O)C)O)C)OC(=O)C. Drug 2: N.N.Cl[Pt+2]Cl. Cell line: SK-MEL-28. Synergy scores: CSS=47.2, Synergy_ZIP=-13.7, Synergy_Bliss=-5.39, Synergy_Loewe=-18.4, Synergy_HSA=0.297. (4) Drug 1: C1=NC2=C(N=C(N=C2N1C3C(C(C(O3)CO)O)O)F)N. Drug 2: C(=O)(N)NO. Cell line: OVCAR-4. Synergy scores: CSS=1.10, Synergy_ZIP=-0.191, Synergy_Bliss=0.230, Synergy_Loewe=0.490, Synergy_HSA=-0.300. (5) Synergy scores: CSS=1.54, Synergy_ZIP=-1.05, Synergy_Bliss=-1.43, Synergy_Loewe=-1.89, Synergy_HSA=-1.41. Cell line: SW-620. Drug 2: COC1=NC(=NC2=C1N=CN2C3C(C(C(O3)CO)O)O)N. Drug 1: CCC(=C(C1=CC=CC=C1)C2=CC=C(C=C2)OCCN(C)C)C3=CC=CC=C3.C(C(=O)O)C(CC(=O)O)(C(=O)O)O.